This data is from Catalyst prediction with 721,799 reactions and 888 catalyst types from USPTO. The task is: Predict which catalyst facilitates the given reaction. (1) Reactant: [NH:1]1[CH:5]=[C:4]([C:6]([O:8][CH2:9][CH3:10])=[O:7])[CH:3]=[N:2]1.Cl[CH2:12][C:13]1[CH:18]=[CH:17][C:16]([O:19][CH3:20])=[CH:15][CH:14]=1.C([O-])([O-])=O.[K+].[K+]. Product: [CH3:20][O:19][C:16]1[CH:17]=[CH:18][C:13]([CH2:12][N:1]2[CH:5]=[C:4]([C:6]([O:8][CH2:9][CH3:10])=[O:7])[CH:3]=[N:2]2)=[CH:14][CH:15]=1. The catalyst class is: 3. (2) Reactant: CC(OC(/N=N/C(OC(C)C)=O)=O)C.[Br:15][C:16]1[CH:21]=[CH:20][C:19]([C:22]2[C:33](=[O:34])[NH:32][C:25]3[N:26]=[C:27]([S:30][CH3:31])[N:28]=[CH:29][C:24]=3[CH:23]=2)=[C:18]([Cl:35])[CH:17]=1.O[CH2:37][CH:38]1[CH2:43][CH2:42][N:41]([C:44]([O:46][C:47]([CH3:50])([CH3:49])[CH3:48])=[O:45])[CH2:40][CH2:39]1.C1C=CC(P(C2C=CC=CC=2)C2C=CC=CC=2)=CC=1. Product: [Br:15][C:16]1[CH:21]=[CH:20][C:19]([C:22]2[C:33](=[O:34])[N:32]([CH2:37][CH:38]3[CH2:43][CH2:42][N:41]([C:44]([O:46][C:47]([CH3:48])([CH3:50])[CH3:49])=[O:45])[CH2:40][CH2:39]3)[C:25]3[N:26]=[C:27]([S:30][CH3:31])[N:28]=[CH:29][C:24]=3[CH:23]=2)=[C:18]([Cl:35])[CH:17]=1. The catalyst class is: 3. (3) Reactant: [CH3:13][C:12]([O:11][C:9](O[C:9]([O:11][C:12]([CH3:15])([CH3:14])[CH3:13])=[O:10])=[O:10])([CH3:15])[CH3:14].[NH2:16][CH2:17][CH2:18][CH2:19][OH:20].CCOCC.CCOC(C)=O. Product: [C:12]([O:11][C:9]([NH:16][CH2:17][CH2:18][CH2:19][OH:20])=[O:10])([CH3:13])([CH3:14])[CH3:15]. The catalyst class is: 158.